This data is from Reaction yield outcomes from USPTO patents with 853,638 reactions. The task is: Predict the reaction yield, written as a fraction of the theoretical maximum amount of product (1.0 means a 100% yield; for example, 0.34 means a 34% yield). (1) The reactants are [CH2:1]([N:3]1[C:11]2[C:6](=[CH:7][CH:8]=[CH:9][CH:10]=2)[CH2:5][CH2:4]1)[CH3:2].[S:12]([Cl:16])(=O)(=[O:14])[OH:13]. No catalyst specified. The product is [CH2:1]([N:3]1[C:11]2[C:6](=[CH:7][C:8]([S:12]([Cl:16])(=[O:14])=[O:13])=[CH:9][CH:10]=2)[CH2:5][CH2:4]1)[CH3:2]. The yield is 0.0600. (2) The reactants are [OH:1][C:2]1[CH:11]=[CH:10][CH:9]=[CH:8][C:3]=1[C:4]([O:6][CH3:7])=[O:5].[H-].[Na+].[Cl:14][C:15]1[CH:20]=[C:19]([N+]([O-])=O)[CH:18]=[CH:17][N:16]=1. No catalyst specified. The product is [Cl:14][C:15]1[CH:20]=[C:19]([O:1][C:2]2[CH:11]=[CH:10][CH:9]=[CH:8][C:3]=2[C:4]([O:6][CH3:7])=[O:5])[CH:18]=[CH:17][N:16]=1. The yield is 0.700. (3) The reactants are [CH3:1][C:2]1[CH:3]=[C:4]([NH2:8])[CH:5]=[N:6][CH:7]=1.F[C:10]1[C:15]([C:16]2[N:21]=[C:20]([CH3:22])[N:19]=[C:18]([N:23]([CH2:33][C:34]3[CH:39]=[CH:38][C:37]([O:40][CH3:41])=[CH:36][CH:35]=3)[CH2:24][C:25]3[CH:30]=[CH:29][C:28]([O:31][CH3:32])=[CH:27][CH:26]=3)[N:17]=2)=[CH:14][CH:13]=[CH:12][N:11]=1. No catalyst specified. The product is [CH3:41][O:40][C:37]1[CH:36]=[CH:35][C:34]([CH2:33][N:23]([CH2:24][C:25]2[CH:26]=[CH:27][C:28]([O:31][CH3:32])=[CH:29][CH:30]=2)[C:18]2[N:19]=[C:20]([CH3:22])[N:21]=[C:16]([C:15]3[C:10]([NH:8][C:4]4[CH:5]=[N:6][CH:7]=[C:2]([CH3:1])[CH:3]=4)=[N:11][CH:12]=[CH:13][CH:14]=3)[N:17]=2)=[CH:39][CH:38]=1. The yield is 0.257. (4) The yield is 0.980. The reactants are C(O)(C(F)(F)F)=O.[F:8][CH:9]([CH2:23][CH2:24][C:25]1[S:26][C:27]([C:30](=[O:43])[NH:31][CH2:32][C:33]2[CH:38]=[C:37]([C:39]([F:42])([F:41])[F:40])[CH:36]=[CH:35][N:34]=2)=[N:28][N:29]=1)[CH2:10][N:11]1[CH:15]=[C:14]([C:16]([O:18]C(C)(C)C)=[O:17])[N:13]=[N:12]1. The product is [F:8][CH:9]([CH2:23][CH2:24][C:25]1[S:26][C:27]([C:30](=[O:43])[NH:31][CH2:32][C:33]2[CH:38]=[C:37]([C:39]([F:42])([F:41])[F:40])[CH:36]=[CH:35][N:34]=2)=[N:28][N:29]=1)[CH2:10][N:11]1[CH:15]=[C:14]([C:16]([OH:18])=[O:17])[N:13]=[N:12]1. The catalyst is C(Cl)Cl. (5) The reactants are N[C:2]1[N:7]=[CH:6][CH:5]=[CH:4][N:3]=1.Br[C:9]1[C:10](=[O:16])[NH:11][CH:12]=[C:13]([Br:15])[CH:14]=1.C[Si](C)(C)[N-:19][Si](C)(C)C.[Li+].CC1(C)C2C(=C(P(C3C=CC=CC=3)C3C=CC=CC=3)C=CC=2)OC2C(P(C3C=CC=CC=3)C3C=CC=CC=3)=CC=CC1=2. The catalyst is C(OCC)(=O)C.O.C1C=CC(/C=C/C(/C=C/C2C=CC=CC=2)=O)=CC=1.C1C=CC(/C=C/C(/C=C/C2C=CC=CC=2)=O)=CC=1.C1C=CC(/C=C/C(/C=C/C2C=CC=CC=2)=O)=CC=1.[Pd].[Pd].O1CCOCC1.C1COCC1. The product is [Br:15][C:13]1[CH:14]=[C:9]([NH:19][C:6]2[CH:5]=[CH:4][N:3]=[CH:2][N:7]=2)[C:10](=[O:16])[NH:11][CH:12]=1. The yield is 0.240. (6) The reactants are [CH2:1]([S:3]([N:6]1[CH2:11][CH2:10][CH:9]([C:12]2[C:20]3[C:15](=[C:16]([C:31]([NH2:33])=[O:32])[CH:17]=[C:18]([C:21]4[CH:26]=[CH:25][C:24]([CH2:27][CH2:28][NH:29][CH3:30])=[CH:23][CH:22]=4)[CH:19]=3)[NH:14][CH:13]=2)[CH2:8][CH2:7]1)(=[O:5])=[O:4])[CH3:2].CN.O1CC[CH2:38][CH2:37]1. No catalyst specified. The product is [CH2:1]([S:3]([N:6]1[CH2:11][CH2:10][CH:9]([C:12]2[C:20]3[C:15](=[C:16]([C:31]([NH2:33])=[O:32])[CH:17]=[C:18]([C:21]4[CH:22]=[CH:23][C:24]([CH2:27][CH2:28][NH:29][CH2:30][CH2:37][CH3:38])=[CH:25][CH:26]=4)[CH:19]=3)[NH:14][CH:13]=2)[CH2:8][CH2:7]1)(=[O:5])=[O:4])[CH3:2]. The yield is 0.275.